Dataset: Full USPTO retrosynthesis dataset with 1.9M reactions from patents (1976-2016). Task: Predict the reactants needed to synthesize the given product. (1) Given the product [CH3:23][O:24][C:25]([C:27]1([CH2:31][NH:32][C:3]([C:5]2[N:6]=[CH:7][C:8]3[C:13]([C:14]=2[OH:15])=[CH:12][CH:11]=[C:10]([O:16][C:17]2[CH:18]=[CH:19][CH:20]=[CH:21][CH:22]=2)[CH:9]=3)=[O:2])[CH2:30][CH2:29][CH2:28]1)=[O:26], predict the reactants needed to synthesize it. The reactants are: C[O:2][C:3]([C:5]1[N:6]=[CH:7][C:8]2[C:13]([C:14]=1[OH:15])=[CH:12][CH:11]=[C:10]([O:16][C:17]1[CH:22]=[CH:21][CH:20]=[CH:19][CH:18]=1)[CH:9]=2)=O.[CH3:23][O:24][C:25]([C:27]1([CH2:31][NH2:32])[CH2:30][CH2:29][CH2:28]1)=[O:26]. (2) Given the product [CH2:1]([O:3][C:4]([C:6]1[O:14][C:13]2[CH:12]=[CH:11][N:10]=[C:9]([Cl:15])[C:8]=2[C:7]=1[O:16][S:24]([C:27]([F:30])([F:29])[F:28])(=[O:26])=[O:25])=[O:5])[CH3:2], predict the reactants needed to synthesize it. The reactants are: [CH2:1]([O:3][C:4]([C:6]1[O:14][C:13]2[CH:12]=[CH:11][N:10]=[C:9]([Cl:15])[C:8]=2[C:7]=1[OH:16])=[O:5])[CH3:2].C1C=CC(N([S:24]([C:27]([F:30])([F:29])[F:28])(=[O:26])=[O:25])[S:24]([C:27]([F:30])([F:29])[F:28])(=[O:26])=[O:25])=CC=1.C(N(C(C)C)CC)(C)C.